Task: Predict the reactants needed to synthesize the given product.. Dataset: Full USPTO retrosynthesis dataset with 1.9M reactions from patents (1976-2016) (1) Given the product [F:9][C:8]([F:11])([F:10])[C:4]1[CH:3]=[C:2]([NH:27][CH2:28][C:29]2[CH:34]=[CH:33][CH:32]=[CH:31][C:30]=2[OH:35])[CH:7]=[CH:6][N:5]=1, predict the reactants needed to synthesize it. The reactants are: Cl[C:2]1[CH:7]=[CH:6][N:5]=[C:4]([C:8]([F:11])([F:10])[F:9])[CH:3]=1.CS(C)=O.N12CCCN=C1CCCCC2.[NH2:27][CH2:28][C:29]1[CH:34]=[CH:33][CH:32]=[CH:31][C:30]=1[OH:35]. (2) Given the product [Cl:11][C:12]1[CH:17]=[CH:16][CH:15]=[CH:14][C:13]=1[CH2:18][N:19]1[C:20]([OH:40])=[C:21]([C:36]([NH:10][CH2:9][C:3]2[CH:4]=[CH:5][CH:6]=[C:7]([Cl:8])[C:2]=2[Cl:1])=[O:37])[C:22]([OH:35])=[C:23]([C:26]([NH:28][CH2:29][C:30]([O-:32])=[O:31])=[O:27])[C:24]1=[O:25].[NH4+:10], predict the reactants needed to synthesize it. The reactants are: [Cl:1][C:2]1[C:7]([Cl:8])=[CH:6][CH:5]=[CH:4][C:3]=1[CH2:9][NH2:10].[Cl:11][C:12]1[CH:17]=[CH:16][CH:15]=[CH:14][C:13]=1[CH2:18][N:19]1[C:24](=[O:25])[C:23]([C:26]([NH:28][CH2:29][C:30]([O:32]CC)=[O:31])=[O:27])=[C:22]([OH:35])[C:21]([C:36](OC)=[O:37])=[C:20]1[OH:40]. (3) Given the product [CH3:52][O:53][C:54]1[CH:55]=[CH:58][C:59]([C:62]([F:63])([F:64])[F:65])=[CH:60][C:61]=1[CH2:15][O:16][C:17]1[CH:18]=[CH:19][C:20]([C:23]2([CH2:27][C:28]([O:30][CH2:31][CH3:32])=[O:29])[CH2:26][O:25][CH2:24]2)=[CH:21][CH:22]=1, predict the reactants needed to synthesize it. The reactants are: FC(F)(F)C1C=CC(C2C=CC=C([CH2:15][O:16][C:17]3[CH:22]=[CH:21][C:20]([C:23]4([CH2:27][C:28]([O:30][CH2:31][CH3:32])=[O:29])[CH2:26][O:25][CH2:24]4)=[CH:19][CH:18]=3)C=2)=CC=1.OC1C=CC(C2(CC(OCC)=O)COC2)=CC=1.[CH3:52][O:53][C:54]1[CH:61]=[CH:60][C:59]([C:62]([F:65])([F:64])[F:63])=[CH:58][C:55]=1CBr. (4) Given the product [F:25][C:19]1[CH:20]=[C:21]([CH:22]=[CH:23][C:18]=1[O:17][C:16]1[CH:15]=[CH:14][N:13]=[C:12]2[N:8]([CH2:7][C:6]3[CH:27]=[CH:28][C:3]([O:2][CH3:1])=[CH:4][CH:5]=3)[N:9]=[C:10]([N:33]3[CH2:34][CH2:35][N:30]([CH3:29])[CH2:31][CH2:32]3)[C:11]=12)[NH2:24], predict the reactants needed to synthesize it. The reactants are: [CH3:1][O:2][C:3]1[CH:28]=[CH:27][C:6]([CH2:7][N:8]2[C:12]3=[N:13][CH:14]=[CH:15][C:16]([O:17][C:18]4[CH:23]=[CH:22][C:21]([NH2:24])=[CH:20][C:19]=4[F:25])=[C:11]3[C:10](I)=[N:9]2)=[CH:5][CH:4]=1.[CH3:29][N:30]1[CH2:35][CH2:34][NH:33][CH2:32][CH2:31]1.N1CCC[C@H]1C(O)=O.C([O-])([O-])=O.[K+].[K+]. (5) Given the product [F:5][C:6]1[CH:11]=[C:10]([N+:12]([O-:14])=[O:13])[CH:9]=[CH:8][C:7]=1[CH2:15][CH2:16][CH2:17][C:18]([NH:22][CH3:21])=[O:20], predict the reactants needed to synthesize it. The reactants are: S(Cl)(Cl)=O.[F:5][C:6]1[CH:11]=[C:10]([N+:12]([O-:14])=[O:13])[CH:9]=[CH:8][C:7]=1[CH2:15][CH2:16][CH2:17][C:18]([OH:20])=O.[CH3:21][N:22](C=O)C. (6) Given the product [CH2:3]1[CH:2]2[N:16]([CH2:4][CH2:5][CH2:6][CH2:1]2)[CH2:12][CH2:13][C:8]1=[O:10], predict the reactants needed to synthesize it. The reactants are: [CH:1]1[CH:6]=[C:5](Cl)[CH:4]=[C:3]([C:8]([O:10]O)=O)[CH:2]=1.[CH2:12]([N:16]1CCCCC1)[CH2:13]C#C. (7) Given the product [Cl:11][C:12]1[CH:17]=[CH:16][CH:15]=[CH:14][C:13]=1[C:18]1[CH:27]=[C:26]([O:28][CH3:29])[CH:25]=[C:24]2[C:19]=1[CH2:20][CH:21]([CH3:42])[C:22](=[O:38])[N:23]2[C:30]1[C:31]([Cl:37])=[CH:32][CH:33]=[CH:34][C:35]=1[Cl:36], predict the reactants needed to synthesize it. The reactants are: C[Si]([N-][Si](C)(C)C)(C)C.[Li+].[Cl:11][C:12]1[CH:17]=[CH:16][CH:15]=[CH:14][C:13]=1[C:18]1[CH:27]=[C:26]([O:28][CH3:29])[CH:25]=[C:24]2[C:19]=1[CH:20]=[CH:21][C:22](=[O:38])[N:23]2[C:30]1[C:35]([Cl:36])=[CH:34][CH:33]=[CH:32][C:31]=1[Cl:37].CI.Cl[C:42]1C=CC=CC=1C1C=C(O)C=C2C=1C=CC(=O)N2C1C(Cl)=CC=CC=1Cl.